Dataset: Reaction yield outcomes from USPTO patents with 853,638 reactions. Task: Predict the reaction yield, written as a fraction of the theoretical maximum amount of product (1.0 means a 100% yield; for example, 0.34 means a 34% yield). (1) The reactants are [Br:1][C:2]1[CH:11]=[C:10]2[C:5]([N:6]=[CH:7][C:8]([N:12]3[CH2:17][CH2:16][NH:15][CH2:14][CH2:13]3)=[N:9]2)=[CH:4][CH:3]=1.[CH3:18][O:19][C:20]1[CH:25]=[CH:24][CH:23]=[CH:22][C:21]=1[S:26](Cl)(=[O:28])=[O:27]. The catalyst is N1C=CC=CC=1. The product is [Br:1][C:2]1[CH:11]=[C:10]2[C:5]([N:6]=[CH:7][C:8]([N:12]3[CH2:13][CH2:14][N:15]([S:26]([C:21]4[CH:22]=[CH:23][CH:24]=[CH:25][C:20]=4[O:19][CH3:18])(=[O:28])=[O:27])[CH2:16][CH2:17]3)=[N:9]2)=[CH:4][CH:3]=1. The yield is 0.730. (2) The yield is 0.810. The reactants are [F:1][C:2]1[CH:15]=[CH:14][C:5]([O:6][C:7]2[O:11][C:10]([CH:12]=O)=[CH:9][CH:8]=2)=[CH:4][CH:3]=1.[NH3:16].CO. The product is [F:1][C:2]1[CH:15]=[CH:14][C:5]([O:6][C:7]2[O:11][C:10]([CH2:12][NH2:16])=[CH:9][CH:8]=2)=[CH:4][CH:3]=1. The catalyst is [Ni].